This data is from NCI-60 drug combinations with 297,098 pairs across 59 cell lines. The task is: Regression. Given two drug SMILES strings and cell line genomic features, predict the synergy score measuring deviation from expected non-interaction effect. Drug 1: CC(CN1CC(=O)NC(=O)C1)N2CC(=O)NC(=O)C2. Drug 2: CC1OCC2C(O1)C(C(C(O2)OC3C4COC(=O)C4C(C5=CC6=C(C=C35)OCO6)C7=CC(=C(C(=C7)OC)O)OC)O)O. Cell line: OVCAR-4. Synergy scores: CSS=14.6, Synergy_ZIP=-5.19, Synergy_Bliss=-0.426, Synergy_Loewe=2.14, Synergy_HSA=2.30.